Task: Predict which catalyst facilitates the given reaction.. Dataset: Catalyst prediction with 721,799 reactions and 888 catalyst types from USPTO Reactant: C(OC([N:8]1[CH2:14][CH2:13][C:12]2[C:15](OS(C(F)(F)F)(=O)=O)=[N:16][C:17]([S:19][CH3:20])=[N:18][C:11]=2[CH2:10][CH2:9]1)=O)(C)(C)C.[F:29][C:30]([F:39])([F:38])[C:31]1[CH:37]=[CH:36][C:34]([NH2:35])=[CH:33][CH:32]=1.CS(C)=O. Product: [CH3:20][S:19][C:17]1[N:16]=[C:15]([NH:35][C:34]2[CH:36]=[CH:37][C:31]([C:30]([F:29])([F:38])[F:39])=[CH:32][CH:33]=2)[C:12]2[CH2:13][CH2:14][NH:8][CH2:9][CH2:10][C:11]=2[N:18]=1. The catalyst class is: 6.